From a dataset of TCR-epitope binding with 47,182 pairs between 192 epitopes and 23,139 TCRs. Binary Classification. Given a T-cell receptor sequence (or CDR3 region) and an epitope sequence, predict whether binding occurs between them. (1) The epitope is SSNVANYQK. The TCR CDR3 sequence is CSVGSGSYEQYF. Result: 1 (the TCR binds to the epitope). (2) The epitope is NEGVKAAW. The TCR CDR3 sequence is CASSYDLNEQYF. Result: 0 (the TCR does not bind to the epitope). (3) The epitope is IVTDFSVIK. The TCR CDR3 sequence is CASSLHRSSSSYEQYF. Result: 1 (the TCR binds to the epitope). (4) The epitope is QARQMVQAMRTIGTHP. The TCR CDR3 sequence is CASSEGSYNEQFF. Result: 1 (the TCR binds to the epitope). (5) The epitope is KAYNVTQAF. The TCR CDR3 sequence is CASSPEVGGLPVNTEAFF. Result: 0 (the TCR does not bind to the epitope).